This data is from Full USPTO retrosynthesis dataset with 1.9M reactions from patents (1976-2016). The task is: Predict the reactants needed to synthesize the given product. Given the product [Cl:1][C:2]1[C:3]([C:11]([O:13][CH2:14][CH3:15])=[O:12])=[N:4][CH:5]=[C:6]([C:7]([N:25]2[CH2:24][CH2:23][N:22]([CH2:21][C:20]3[CH:28]=[CH:29][C:17]([F:16])=[CH:18][CH:19]=3)[CH2:27][CH2:26]2)=[O:9])[CH:10]=1, predict the reactants needed to synthesize it. The reactants are: [Cl:1][C:2]1[C:3]([C:11]([O:13][CH2:14][CH3:15])=[O:12])=[N:4][CH:5]=[C:6]([CH:10]=1)[C:7]([OH:9])=O.[F:16][C:17]1[CH:29]=[CH:28][C:20]([CH2:21][N:22]2[CH2:27][CH2:26][NH:25][CH2:24][CH2:23]2)=[CH:19][CH:18]=1.C(N(CC)CC)C.CN(C(ON1N=NC2C=CC=NC1=2)=[N+](C)C)C.F[P-](F)(F)(F)(F)F.